Dataset: Forward reaction prediction with 1.9M reactions from USPTO patents (1976-2016). Task: Predict the product of the given reaction. (1) Given the reactants Cl[C:2]1[C:11]2[C:6](=[CH:7][CH:8]=[CH:9][C:10]=2[F:12])[N:5]=[C:4]([C:13]2[CH:18]=[CH:17][CH:16]=[CH:15][N:14]=2)[C:3]=1[CH3:19].[CH3:20][S:21]([C:24]1[CH:30]=[CH:29][C:28]([N:31]2[CH2:36][CH2:35][O:34][CH2:33][CH2:32]2)=[CH:27][C:25]=1[NH2:26])(=[O:23])=[O:22].CC(C)([O-])C.[Na+].C1(C)C=CC=CC=1, predict the reaction product. The product is: [F:12][C:10]1[CH:9]=[CH:8][CH:7]=[C:6]2[C:11]=1[C:2]([NH:26][C:25]1[CH:27]=[C:28]([N:31]3[CH2:32][CH2:33][O:34][CH2:35][CH2:36]3)[CH:29]=[CH:30][C:24]=1[S:21]([CH3:20])(=[O:23])=[O:22])=[C:3]([CH3:19])[C:4]([C:13]1[CH:18]=[CH:17][CH:16]=[CH:15][N:14]=1)=[N:5]2. (2) Given the reactants [CH3:1][O:2][CH:3]([O:6][CH3:7])[CH2:4]Br.[F:8][C:9]1[CH:10]=[C:11]([OH:16])[CH:12]=[C:13]([F:15])[CH:14]=1.C(=O)([O-])[O-].[K+].[K+], predict the reaction product. The product is: [CH3:1][O:2][CH:3]([O:6][CH3:7])[CH2:4][O:16][C:11]1[CH:10]=[C:9]([F:8])[CH:14]=[C:13]([F:15])[CH:12]=1. (3) The product is: [Br:1][C:2]1[CH:3]=[CH:4][C:5]([Cl:9])=[C:6]([CH:7]=1)[O:8][C:11]1[CH:18]=[CH:17][C:14]([C:15]#[N:16])=[CH:13][CH:12]=1. Given the reactants [Br:1][C:2]1[CH:3]=[CH:4][C:5]([Cl:9])=[C:6]([OH:8])[CH:7]=1.F[C:11]1[CH:18]=[CH:17][C:14]([C:15]#[N:16])=[CH:13][CH:12]=1.C(=O)([O-])[O-].[K+].[K+], predict the reaction product. (4) Given the reactants I[C:2]1[CH:3]=[CH:4][C:5]([CH3:14])=[C:6]([CH2:8][NH:9][C:10](=[O:13])[O:11][CH3:12])[CH:7]=1.[CH3:15][O:16][C:17]1[CH:22]=[C:21]([O:23][CH3:24])[CH:20]=[CH:19][C:18]=1[C:25]1[CH:29]=[N:28][NH:27][N:26]=1.C([O-])([O-])=O.[Cs+].[Cs+], predict the reaction product. The product is: [CH3:15][O:16][C:17]1[CH:22]=[C:21]([O:23][CH3:24])[CH:20]=[CH:19][C:18]=1[C:25]1[CH:29]=[N:28][N:27]([C:2]2[CH:3]=[CH:4][C:5]([CH3:14])=[C:6]([CH2:8][NH:9][C:10](=[O:13])[O:11][CH3:12])[CH:7]=2)[N:26]=1. (5) Given the reactants C(OC(=O)[NH:7][CH2:8][CH2:9][NH:10][C:11]([N:13]1[CH2:18][CH2:17][CH2:16][C@H:15]([NH:19][CH2:20][C:21]2[CH:30]=[C:29]3[C:24]([CH2:25][CH2:26][C:27](=[O:32])[N:28]3[CH3:31])=[CH:23][C:22]=2[O:33][CH3:34])[C@@H:14]1[C:35]1[CH:40]=[CH:39][CH:38]=[CH:37][CH:36]=1)=[S:12])(C)(C)C, predict the reaction product. The product is: [NH2:7][CH2:8][CH2:9][NH:10][C:11]([N:13]1[CH2:18][CH2:17][CH2:16][CH:15]([NH:19][CH2:20][C:21]2[CH:30]=[C:29]3[C:24]([CH2:25][CH2:26][C:27](=[O:32])[N:28]3[CH3:31])=[CH:23][C:22]=2[O:33][CH3:34])[CH:14]1[C:35]1[CH:36]=[CH:37][CH:38]=[CH:39][CH:40]=1)=[S:12]. (6) Given the reactants [F:1][C:2]1[CH:3]=[C:4]([CH:9]([C:11]2[CH:16]=[C:15]([F:17])[CH:14]=[C:13]([F:18])[CH:12]=2)[OH:10])[CH:5]=[C:6]([F:8])[CH:7]=1, predict the reaction product. The product is: [F:1][C:2]1[CH:3]=[C:4]([C:9]([C:11]2[CH:16]=[C:15]([F:17])[CH:14]=[C:13]([F:18])[CH:12]=2)=[O:10])[CH:5]=[C:6]([F:8])[CH:7]=1. (7) Given the reactants [Br:1][C:2]1[CH:9]=[C:8](F)[C:7]([F:11])=[CH:6][C:3]=1[C:4]#[N:5].[NH2:12][CH:13]([CH2:17][C:18]([F:21])([F:20])[F:19])[C:14]([NH2:16])=[O:15].CCN(C(C)C)C(C)C.O, predict the reaction product. The product is: [Br:1][C:2]1[C:3]([C:4]#[N:5])=[CH:6][C:7]([F:11])=[C:8]([NH:12][CH:13]([CH2:17][C:18]([F:21])([F:20])[F:19])[C:14]([NH2:16])=[O:15])[CH:9]=1.